Dataset: Forward reaction prediction with 1.9M reactions from USPTO patents (1976-2016). Task: Predict the product of the given reaction. The product is: [F:15][C:16]1[CH:17]=[C:18]([C:2]2[C:3]([C:4]([OH:6])=[O:5])=[CH:7][C:8]([S:11]([CH3:14])(=[O:13])=[O:12])=[CH:9][CH:10]=2)[CH:19]=[CH:20][C:21]=1[F:22]. Given the reactants I[C:2]1[CH:10]=[CH:9][C:8]([S:11]([CH3:14])(=[O:13])=[O:12])=[CH:7][C:3]=1[C:4]([OH:6])=[O:5].[F:15][C:16]1[CH:17]=[C:18](B(O)O)[CH:19]=[CH:20][C:21]=1[F:22], predict the reaction product.